Dataset: NCI-60 drug combinations with 297,098 pairs across 59 cell lines. Task: Regression. Given two drug SMILES strings and cell line genomic features, predict the synergy score measuring deviation from expected non-interaction effect. Drug 2: C1C(C(OC1N2C=NC(=NC2=O)N)CO)O. Cell line: NCI/ADR-RES. Drug 1: CCN(CC)CCCC(C)NC1=C2C=C(C=CC2=NC3=C1C=CC(=C3)Cl)OC. Synergy scores: CSS=30.6, Synergy_ZIP=-6.63, Synergy_Bliss=3.45, Synergy_Loewe=-3.96, Synergy_HSA=0.587.